From a dataset of Reaction yield outcomes from USPTO patents with 853,638 reactions. Predict the reaction yield, written as a fraction of the theoretical maximum amount of product (1.0 means a 100% yield; for example, 0.34 means a 34% yield). The reactants are [OH-].[Li+].C[O:4][C:5](=[O:36])[C:6]1[CH:11]=[CH:10][CH:9]=[C:8]([NH:12][C:13](=[O:35])[C:14]2[CH:19]=[CH:18][CH:17]=[C:16]([CH2:20][O:21][C:22]3[CH:27]=[CH:26][C:25]([C:28](=[O:30])[CH3:29])=[C:24]([OH:31])[C:23]=3[CH2:32][CH2:33][CH3:34])[CH:15]=2)[CH:7]=1. The catalyst is O1CCCC1.O. The product is [C:28]([C:25]1[CH:26]=[CH:27][C:22]([O:21][CH2:20][C:16]2[CH:15]=[C:14]([CH:19]=[CH:18][CH:17]=2)[C:13]([NH:12][C:8]2[CH:7]=[C:6]([CH:11]=[CH:10][CH:9]=2)[C:5]([OH:36])=[O:4])=[O:35])=[C:23]([CH2:32][CH2:33][CH3:34])[C:24]=1[OH:31])(=[O:30])[CH3:29]. The yield is 0.920.